This data is from Forward reaction prediction with 1.9M reactions from USPTO patents (1976-2016). The task is: Predict the product of the given reaction. (1) Given the reactants [F:1][C:2]1[CH:3]=[C:4]([CH:8]=[C:9]([F:21])[C:10]=1[NH:11][CH2:12][C:13]1[CH:18]=[CH:17][C:16]([O:19][CH3:20])=[CH:15][CH:14]=1)[C:5]([OH:7])=O.[NH:22]1[CH2:27][CH2:26][O:25][CH2:24][CH2:23]1, predict the reaction product. The product is: [F:21][C:9]1[CH:8]=[C:4]([C:5]([N:22]2[CH2:27][CH2:26][O:25][CH2:24][CH2:23]2)=[O:7])[CH:3]=[C:2]([F:1])[C:10]=1[NH:11][CH2:12][C:13]1[CH:18]=[CH:17][C:16]([O:19][CH3:20])=[CH:15][CH:14]=1. (2) Given the reactants [C:1]([O:5][C:6]([N:8]1[CH2:13][CH2:12][CH:11]([C:14]2[N:15]([C@@H:30]3[CH2:35][CH2:34][CH2:33][N:32](C(OCC4C=CC=CC=4)=O)[CH2:31]3)[CH:16]=[C:17]([C:19]3[CH:24]=[CH:23][C:22]([F:25])=[C:21]([C:26]([F:29])([F:28])[F:27])[CH:20]=3)[N:18]=2)[CH2:10][CH2:9]1)=[O:7])([CH3:4])([CH3:3])[CH3:2].[H][H], predict the reaction product. The product is: [C:1]([O:5][C:6]([N:8]1[CH2:9][CH2:10][CH:11]([C:14]2[N:15]([C@@H:30]3[CH2:35][CH2:34][CH2:33][NH:32][CH2:31]3)[CH:16]=[C:17]([C:19]3[CH:24]=[CH:23][C:22]([F:25])=[C:21]([C:26]([F:27])([F:29])[F:28])[CH:20]=3)[N:18]=2)[CH2:12][CH2:13]1)=[O:7])([CH3:4])([CH3:2])[CH3:3]. (3) Given the reactants [CH2:1]([C:8]1[N:9]=[N:10][C:11]([C:16]2[CH2:17][CH2:18][NH:19][CH2:20][CH:21]=2)=[C:12]([CH3:15])[C:13]=1[CH3:14])[C:2]1[CH:7]=[CH:6][CH:5]=[CH:4][CH:3]=1.Cl[C:23]1[CH:28]=[CH:27][C:26]([C:29]([F:32])([F:31])[F:30])=[CH:25][N:24]=1, predict the reaction product. The product is: [CH2:1]([C:8]1[N:9]=[N:10][C:11]([C:16]2[CH2:17][CH2:18][N:19]([C:23]3[CH:28]=[CH:27][C:26]([C:29]([F:32])([F:31])[F:30])=[CH:25][N:24]=3)[CH2:20][CH:21]=2)=[C:12]([CH3:15])[C:13]=1[CH3:14])[C:2]1[CH:7]=[CH:6][CH:5]=[CH:4][CH:3]=1. (4) The product is: [CH:3]1[C:12]2[C:7](=[CH:8][CH:9]=[CH:10][CH:11]=2)[CH:6]=[C:5]([C:13]2[O:15][C:16]3[C:19]([C:24](=[O:26])[CH:25]=2)=[CH:18][CH:23]=[CH:22][CH:21]=3)[N:4]=1. Given the reactants [H-].[Na+].[CH:3]1[C:12]2[C:7](=[CH:8][CH:9]=[CH:10][CH:11]=2)[CH:6]=[C:5]([C:13]([O:15][CH3:16])=O)[N:4]=1.O[C:18]1[CH:23]=[CH:22][CH:21]=C[C:19]=1[C:24](=[O:26])[CH3:25].Cl, predict the reaction product. (5) Given the reactants CON(C)[C:4]([C:6]1[C:15](=[O:16])[C:14]2[C:9](=[N:10][C:11]([CH3:18])=[C:12]([CH3:17])[CH:13]=2)[N:8]([CH2:19][C:20]2[CH:25]=[CH:24][CH:23]=[C:22]([CH3:26])[N:21]=2)[CH:7]=1)=[O:5].[CH2:28]1[O:37][C:36]2[C:31](=[CH:32][C-:33]=[CH:34][CH:35]=2)[O:30][CH2:29]1.[Mg+2].[Br-], predict the reaction product. The product is: [O:30]1[C:31]2[CH:32]=[CH:33][C:34]([C:4]([C:6]3[C:15](=[O:16])[C:14]4[C:9](=[N:10][C:11]([CH3:18])=[C:12]([CH3:17])[CH:13]=4)[N:8]([CH2:19][C:20]4[CH:25]=[CH:24][CH:23]=[C:22]([CH3:26])[N:21]=4)[CH:7]=3)=[O:5])=[CH:35][C:36]=2[O:37][CH2:28][CH2:29]1. (6) Given the reactants OOS([O-])=O.[K+].[CH3:7][O:8][C:9](=[O:24])[C:10]([CH3:23])([CH3:22])[CH2:11][C:12]1[CH:17]=[C:16]([CH3:18])[C:15]([CH:19]=O)=[C:14]([CH3:21])[CH:13]=1.ClC1C=C(N[C:33]2[O:37][C:36]([C:38]3[CH:39]=[CH:40][C:41]4[N:45]=C(C5C(C)=CC(CCC(O)=O)=CC=5C)[NH:43][C:42]=4[CH:59]=3)=[N:35][N:34]=2)C=CC=1.CN([CH:63]=[O:64])C, predict the reaction product. The product is: [CH3:7][O:8][C:9](=[O:24])[C:10]([CH3:23])([CH3:22])[CH2:11][C:12]1[CH:17]=[C:16]([CH3:18])[C:15]([C:19]2[NH:45][C:41]3[CH:40]=[CH:39][C:38]([C:36]4[O:37][C:33]([C:12]5[CH:17]=[CH:16][C:15]([O:64][CH3:63])=[CH:14][CH:13]=5)=[N:34][N:35]=4)=[CH:59][C:42]=3[N:43]=2)=[C:14]([CH3:21])[CH:13]=1. (7) Given the reactants CC1C=CC(S(O[CH2:12][C@H:13]2[CH2:18][CH2:17][C@@H:16]([OH:19])[CH2:15][CH2:14]2)(=O)=O)=CC=1.[C-]#N.[Na+].[CH3:23][N:24](C=O)C, predict the reaction product. The product is: [OH:19][C@@H:16]1[CH2:15][CH2:14][C@H:13]([CH2:12][C:23]#[N:24])[CH2:18][CH2:17]1. (8) Given the reactants [N:1]1([C:7]2[N:8]=[C:9]([CH2:14][C:15]([O-:17])=O)[NH:10][C:11](=[O:13])[CH:12]=2)[CH2:6][CH2:5][O:4][CH2:3][CH2:2]1.[Na+].[F:19][C:20]1[CH:26]=[CH:25][C:23]([NH2:24])=[CH:22][C:21]=1[O:27][C:28]([F:31])([F:30])[F:29], predict the reaction product. The product is: [F:19][C:20]1[CH:26]=[CH:25][C:23]([NH:24][C:15](=[O:17])[CH2:14][C:9]2[NH:10][C:11](=[O:13])[CH:12]=[C:7]([N:1]3[CH2:2][CH2:3][O:4][CH2:5][CH2:6]3)[N:8]=2)=[CH:22][C:21]=1[O:27][C:28]([F:29])([F:31])[F:30].